From a dataset of Reaction yield outcomes from USPTO patents with 853,638 reactions. Predict the reaction yield, written as a fraction of the theoretical maximum amount of product (1.0 means a 100% yield; for example, 0.34 means a 34% yield). (1) The reactants are [C:1]([NH:4][CH:5]([CH2:9][SH:10])[C:6]([OH:8])=[O:7])(=[O:3])[CH3:2].[OH:11][C:12]1C2N=NNC=2C=CC=1.[CH2:33]1[CH2:34][CH2:35][CH:30]([N:29]=C=[N:29][CH:30]2[CH2:35][CH2:34][CH2:33][CH2:32][CH2:31]2)[CH2:31][CH2:32]1.CN(C)C=[O:39]. The catalyst is C(OCC)(=O)C. The product is [NH2:29][C:30]1[CH:31]=[CH:32][C:33]([O:7][C:6](=[O:8])[CH:5]([NH:4][C:1](=[O:3])[CH3:2])[CH2:9][SH:10])=[C:34]([CH:35]=1)[C:12]([OH:11])=[O:39]. The yield is 0.520. (2) The reactants are [CH2:1](Br)[CH:2]=[CH2:3].[N+:5]([C:8]1[CH:13]=[CH:12][C:11]([OH:14])=[CH:10][CH:9]=1)([O-:7])=[O:6].C([O-])([O-])=O.[K+].[K+]. The catalyst is CC#N. The product is [CH2:1]([O:14][C:11]1[CH:12]=[CH:13][C:8]([N+:5]([O-:7])=[O:6])=[CH:9][CH:10]=1)[CH:2]=[CH2:3]. The yield is 0.980.